From a dataset of Reaction yield outcomes from USPTO patents with 853,638 reactions. Predict the reaction yield, written as a fraction of the theoretical maximum amount of product (1.0 means a 100% yield; for example, 0.34 means a 34% yield). (1) The catalyst is CO.O. The product is [CH3:24][C:18]1[CH:19]=[CH:20][C:21]([NH:23][C:9]([O:11][C:12]([CH3:13])([CH3:14])[CH3:15])=[O:10])=[CH:22][C:17]=1[NH2:16]. The reactants are [C:12]([O:11][C:9](O[C:9]([O:11][C:12]([CH3:15])([CH3:14])[CH3:13])=[O:10])=[O:10])([CH3:15])([CH3:14])[CH3:13].[NH2:16][C:17]1[CH:22]=[C:21]([NH2:23])[CH:20]=[CH:19][C:18]=1[CH3:24].C(N(CC)CC)C.CCCCCC.C(OCC)(=O)C. The yield is 0.670. (2) The reactants are [Cl:1][C:2]1[CH:19]=[C:18]([Cl:20])[CH:17]=[CH:16][C:3]=1[CH2:4][N:5]1[C:9]([CH:10]=O)=[CH:8][C:7]([O:12][CH2:13][O:14][CH3:15])=[N:6]1.C(OP([CH2:29][C:30]([O:32][CH2:33][CH3:34])=[O:31])(OCC)=O)C.[H-].[Na+].O. The catalyst is O1CCCC1.CN(C)C=O. The product is [Cl:1][C:2]1[CH:19]=[C:18]([Cl:20])[CH:17]=[CH:16][C:3]=1[CH2:4][N:5]1[C:9](/[CH:10]=[CH:29]/[C:30]([O:32][CH2:33][CH3:34])=[O:31])=[CH:8][C:7]([O:12][CH2:13][O:14][CH3:15])=[N:6]1. The yield is 0.930. (3) The reactants are [CH3:1][S:2]([C:5]1[CH:24]=[CH:23][C:8]([O:9][CH2:10][C:11]2[CH:16]=[CH:15][C:14]([CH:17]3[CH2:22][CH2:21][NH:20][CH2:19][CH2:18]3)=[CH:13][N:12]=2)=[CH:7][CH:6]=1)(=[O:4])=[O:3].C(=O)([O-])O.[Na+].[N:30]#[C:31]Br. The catalyst is ClCCl.O. The product is [CH3:1][S:2]([C:5]1[CH:6]=[CH:7][C:8]([O:9][CH2:10][C:11]2[CH:16]=[CH:15][C:14]([CH:17]3[CH2:22][CH2:21][N:20]([C:31]#[N:30])[CH2:19][CH2:18]3)=[CH:13][N:12]=2)=[CH:23][CH:24]=1)(=[O:3])=[O:4]. The yield is 0.860. (4) The reactants are [Cl:1][C:2]1[CH:7]=[CH:6][C:5]([C:8]#[C:9][CH2:10][CH2:11][CH2:12][OH:13])=[CH:4][CH:3]=1.[C:14]1([CH3:24])[CH:19]=[CH:18][C:17]([S:20](Cl)(=[O:22])=[O:21])=[CH:16][CH:15]=1.C(N(CC)CC)C. The catalyst is CN(C)C1C=CN=CC=1.ClCCl. The product is [C:14]1([CH3:24])[CH:19]=[CH:18][C:17]([S:20]([O:13][CH2:12][CH2:11][CH2:10][C:9]#[C:8][C:5]2[CH:4]=[CH:3][C:2]([Cl:1])=[CH:7][CH:6]=2)(=[O:22])=[O:21])=[CH:16][CH:15]=1. The yield is 0.490. (5) The reactants are Br[C:2]1[CH:3]=[C:4]([N:8]2[CH2:13][CH2:12][O:11][CH2:10][CH2:9]2)[CH:5]=[N:6][CH:7]=1.C[CH2:15][O:16]CC.C([Li])CCC.CN(C=O)C. The catalyst is CCCCCC. The product is [N:8]1([C:4]2[CH:5]=[N:6][CH:7]=[C:2]([CH:3]=2)[CH:15]=[O:16])[CH2:13][CH2:12][O:11][CH2:10][CH2:9]1. The yield is 0.900.